This data is from Catalyst prediction with 721,799 reactions and 888 catalyst types from USPTO. The task is: Predict which catalyst facilitates the given reaction. (1) Reactant: [H-].[Na+].[CH3:3][S:4][C:5]1[CH:6]=[C:7]([NH:11][C:12]#[N:13])[CH:8]=[CH:9][CH:10]=1.I[CH3:15]. Product: [CH3:15][N:11]([C:7]1[CH:8]=[CH:9][CH:10]=[C:5]([S:4][CH3:3])[CH:6]=1)[C:12]#[N:13]. The catalyst class is: 1. (2) Reactant: [NH:1]1[C:5]([CH2:6][CH2:7][C:8]2[N:9]([C:21]3[CH:29]=[CH:28][C:24]([C:25](O)=[O:26])=[CH:23][C:22]=3[CH3:30])[C:10]([C:13]3[CH:18]=[CH:17][C:16]([O:19][CH3:20])=[CH:15][CH:14]=3)=[CH:11][CH:12]=2)=[N:4][N:3]=[N:2]1.C1N=C[N:33](C(N2C=NC=C2)=O)C=1.O.[NH4+]. Product: [NH:4]1[C:5]([CH2:6][CH2:7][C:8]2[N:9]([C:21]3[CH:29]=[CH:28][C:24]([C:25]([NH2:33])=[O:26])=[CH:23][C:22]=3[CH3:30])[C:10]([C:13]3[CH:14]=[CH:15][C:16]([O:19][CH3:20])=[CH:17][CH:18]=3)=[CH:11][CH:12]=2)=[N:1][N:2]=[N:3]1. The catalyst class is: 1. (3) Reactant: [C:1]([C:5]1[CH:9]=[C:8]([OH:10])[N:7]([CH2:11][C:12]2[CH:21]=[CH:20][C:15]([C:16]([O:18][CH3:19])=[O:17])=[CH:14][CH:13]=2)[N:6]=1)([CH3:4])([CH3:3])[CH3:2].[CH2:22](Br)[C:23]1[CH:28]=[CH:27][CH:26]=[CH:25][CH:24]=1.C(=O)([O-])[O-].[K+].[K+].CN(C)C=O. Product: [CH2:22]([O:10][C:8]1[N:7]([CH2:11][C:12]2[CH:13]=[CH:14][C:15]([C:16]([O:18][CH3:19])=[O:17])=[CH:20][CH:21]=2)[N:6]=[C:5]([C:1]([CH3:4])([CH3:2])[CH3:3])[CH:9]=1)[C:23]1[CH:28]=[CH:27][CH:26]=[CH:25][CH:24]=1. The catalyst class is: 6. (4) Reactant: [O:1]=[C:2]1[C:11]2[C:6](=[CH:7][CH:8]=[CH:9][CH:10]=2)[N:5]=[C:4]([S:12][CH2:13][CH2:14][CH2:15][C:16]([O:18]C(C)(C)C)=[O:17])[NH:3]1.FC(F)(F)C(O)=O. Product: [O:1]=[C:2]1[C:11]2[C:6](=[CH:7][CH:8]=[CH:9][CH:10]=2)[N:5]=[C:4]([S:12][CH2:13][CH2:14][CH2:15][C:16]([OH:18])=[O:17])[NH:3]1. The catalyst class is: 2.